The task is: Regression. Given two drug SMILES strings and cell line genomic features, predict the synergy score measuring deviation from expected non-interaction effect.. This data is from NCI-60 drug combinations with 297,098 pairs across 59 cell lines. Drug 1: C1CC(=O)NC(=O)C1N2C(=O)C3=CC=CC=C3C2=O. Drug 2: CC(C)NC(=O)C1=CC=C(C=C1)CNNC.Cl. Cell line: HS 578T. Synergy scores: CSS=-0.181, Synergy_ZIP=-0.546, Synergy_Bliss=-1.30, Synergy_Loewe=-3.71, Synergy_HSA=-2.62.